Dataset: Forward reaction prediction with 1.9M reactions from USPTO patents (1976-2016). Task: Predict the product of the given reaction. (1) Given the reactants [C:1]1([C:7]2[C:8]3[CH:18]=[CH:17][CH:16]=[CH:15][C:9]=3[NH:10][C:11](=O)[CH2:12][N:13]=2)[CH:6]=[CH:5][CH:4]=[CH:3][CH:2]=1.[NH:19]([C:21](=O)[CH2:22][C:23]([O:25][CH2:26][CH3:27])=[O:24])[NH2:20], predict the reaction product. The product is: [CH2:26]([O:25][C:23](=[O:24])[CH2:22][C:21]1[N:10]2[C:11]([CH2:12][N:13]=[C:7]([C:1]3[CH:6]=[CH:5][CH:4]=[CH:3][CH:2]=3)[C:8]3[CH:18]=[CH:17][CH:16]=[CH:15][C:9]=32)=[N:20][N:19]=1)[CH3:27]. (2) Given the reactants C([C:3]1[CH:4]=[CH:5][CH:6]=[C:7]2[C:12]=1[N:11]=[C:10]([C:13]1([C:16]3[CH:21]=[CH:20][CH:19]=[CH:18][CH:17]=3)[CH2:15][CH2:14]1)[C:9]([OH:22])=[C:8]2[C:23]([OH:25])=[O:24])C.[F:26][C:27]([F:41])([F:40])[O:28]C1C=C2C(=CC=1)NC(=O)C2=O, predict the reaction product. The product is: [OH:22][C:9]1[C:10]([C:13]2([C:16]3[CH:17]=[CH:18][CH:19]=[CH:20][CH:21]=3)[CH2:15][CH2:14]2)=[N:11][C:12]2[C:7]([C:8]=1[C:23]([OH:25])=[O:24])=[CH:6][C:5]([O:28][C:27]([F:41])([F:40])[F:26])=[CH:4][CH:3]=2. (3) Given the reactants [Cl:1][C:2]1[N:10]=[C:9]([Cl:11])[CH:8]=[CH:7][C:3]=1[C:4](Cl)=[O:5].[Al+3].[Cl-].[Cl-].[Cl-].[C:16]([Cl:19])([Cl:18])=[CH2:17].Cl, predict the reaction product. The product is: [Cl:18][C:16]([Cl:19])=[CH:17][C:4]([C:3]1[C:2]([Cl:1])=[N:10][C:9]([Cl:11])=[CH:8][CH:7]=1)=[O:5]. (4) Given the reactants [N+:1]([C:4]1[CH:9]=[CH:8][C:7]([C:10]2[CH:15]=[CH:14][N:13]=[CH:12][CH:11]=2)=[CH:6][C:5]=1[O:16][CH:17]([CH3:19])[CH3:18])([O-:3])=[O:2].[I:20][CH2:21][CH2:22][OH:23].C(OCC)C, predict the reaction product. The product is: [I-:20].[OH:23][CH2:22][CH2:21][N+:13]1[CH:12]=[CH:11][C:10]([C:7]2[CH:8]=[CH:9][C:4]([N+:1]([O-:3])=[O:2])=[C:5]([O:16][CH:17]([CH3:19])[CH3:18])[CH:6]=2)=[CH:15][CH:14]=1. (5) The product is: [CH3:22][N:11]([CH2:10][C:2]1[N:3]([CH2:24][CH:25]2[CH2:30][CH2:29][N:28]([C:31]([O:33][C:34]([CH3:35])([CH3:37])[CH3:36])=[O:32])[CH2:27][CH2:26]2)[C:4]2[CH:9]=[CH:8][CH:7]=[CH:6][C:5]=2[N:1]=1)[CH:12]1[C:21]2[N:20]=[CH:19][CH:18]=[CH:17][C:16]=2[CH2:15][CH2:14][CH2:13]1. Given the reactants [NH:1]1[C:5]2[CH:6]=[CH:7][CH:8]=[CH:9][C:4]=2[N:3]=[C:2]1[CH2:10][N:11]([CH3:22])[CH:12]1[C:21]2[N:20]=[CH:19][CH:18]=[CH:17][C:16]=2[CH2:15][CH2:14][CH2:13]1.Cl[CH2:24][CH:25]1[CH2:30][CH2:29][N:28]([C:31]([O:33][C:34]([CH3:37])([CH3:36])[CH3:35])=[O:32])[CH2:27][CH2:26]1.CN(CC1N(CCN2CCCCC2)C2C=CC=CC=2N=1)C1C2N=CC=CC=2CCC1, predict the reaction product. (6) Given the reactants C([O:3][C:4]([C:6]1[C:7]([C:12]2[CH:17]=[CH:16][CH:15]=[C:14]([F:18])[C:13]=2[F:19])=[N:8][O:9][C:10]=1[CH3:11])=O)C.C(OC(C1C(C2C=CC=CC=2F)=NOC=1C)=O)C, predict the reaction product. The product is: [F:19][C:13]1[C:14]([F:18])=[CH:15][CH:16]=[CH:17][C:12]=1[C:7]1[C:6]([CH2:4][OH:3])=[C:10]([CH3:11])[O:9][N:8]=1.